From a dataset of Peptide-MHC class I binding affinity with 185,985 pairs from IEDB/IMGT. Regression. Given a peptide amino acid sequence and an MHC pseudo amino acid sequence, predict their binding affinity value. This is MHC class I binding data. The peptide sequence is SWALCEALTL. The MHC is HLA-A24:02 with pseudo-sequence HLA-A24:02. The binding affinity (normalized) is 0.426.